This data is from Catalyst prediction with 721,799 reactions and 888 catalyst types from USPTO. The task is: Predict which catalyst facilitates the given reaction. (1) Reactant: [NH2:1][C:2]1[CH:3]=[CH:4][C:5]([F:29])=[C:6]([C@:8]2([CH2:27][F:28])[CH2:13][C@@H:12]([C:14]([F:17])([F:16])[F:15])[O:11][C:10]([NH:18][C:19](=[O:26])[C:20]3[CH:25]=[CH:24][CH:23]=[CH:22][CH:21]=3)=[N:9]2)[CH:7]=1.[CH3:30][O:31][C:32]1[N:33]=[CH:34][C:35]([C:38](O)=[O:39])=[N:36][CH:37]=1.F[P-](F)(F)(F)(F)F.CN(C(N(C)C)=[N+]1C2C(=NC=CC=2)[N+]([O-])=N1)C.C(N(C(C)C)CC)(C)C. Product: [C:19]([NH:18][C:10]1[O:11][C@H:12]([C:14]([F:15])([F:16])[F:17])[CH2:13][C@:8]([C:6]2[CH:7]=[C:2]([NH:1][C:38]([C:35]3[CH:34]=[N:33][C:32]([O:31][CH3:30])=[CH:37][N:36]=3)=[O:39])[CH:3]=[CH:4][C:5]=2[F:29])([CH2:27][F:28])[N:9]=1)(=[O:26])[C:20]1[CH:25]=[CH:24][CH:23]=[CH:22][CH:21]=1. The catalyst class is: 303. (2) Reactant: [N+:1]([C:4]1[CH:5]=[C:6]2[C:10](=[CH:11][CH:12]=1)[N:9]([CH2:13][O:14][CH2:15][CH2:16][Si:17]([CH3:20])([CH3:19])[CH3:18])[N:8]=[CH:7]2)([O-])=O. Product: [CH3:18][Si:17]([CH3:20])([CH3:19])[CH2:16][CH2:15][O:14][CH2:13][N:9]1[C:10]2[C:6](=[CH:5][C:4]([NH2:1])=[CH:12][CH:11]=2)[CH:7]=[N:8]1. The catalyst class is: 19.